Task: Predict the reactants needed to synthesize the given product.. Dataset: Full USPTO retrosynthesis dataset with 1.9M reactions from patents (1976-2016) (1) The reactants are: Cl[C:2]1[N:7]=[CH:6][C:5]([Br:8])=[CH:4][N:3]=1.Cl.CN.[CH:12]([N:15](C(C)C)CC)(C)C. Given the product [Br:8][C:5]1[CH:4]=[N:3][C:2]([NH:15][CH3:12])=[N:7][CH:6]=1, predict the reactants needed to synthesize it. (2) Given the product [CH2:55]([O:61][C:62]([C@@H:64]1[CH2:69][CH2:68][CH2:67][N:66]([C:70](=[O:95])[C@@H:71]([NH:87][C:88](=[O:94])[C@@H:89]([NH:93][C:5](=[O:7])[C@H:4]([CH3:8])[C@H:3]([O:2][CH3:1])[CH2:9][CH2:10][CH:11]=[CH2:12])[CH:90]([CH3:92])[CH3:91])[CH2:72][C:73]2[CH:78]=[CH:77][CH:76]=[C:75]([OH:79])[CH:74]=2)[NH:65]1)=[O:63])[CH2:56]/[CH:57]=[CH:58]/[CH:59]=[CH2:60], predict the reactants needed to synthesize it. The reactants are: [CH3:1][O:2][C@H:3]([CH2:9][CH2:10][CH:11]=[CH2:12])[C@@H:4]([CH3:8])[C:5]([OH:7])=O.C(N(CC)C(C)C)(C)C.C[NH3+].F[P-](F)(F)(F)(F)F.N1(OC(N(C)C)=[N+](C)C)C2N=CC=CC=2N=N1.F[P-](F)(F)(F)(F)F.[CH2:55]([O:61][C:62]([C@@H:64]1[CH2:69][CH2:68][CH2:67][N:66]([C:70](=[O:95])[C@@H:71]([NH:87][C:88](=[O:94])[C@@H:89]([NH2:93])[CH:90]([CH3:92])[CH3:91])[CH2:72][C:73]2[CH:78]=[CH:77][CH:76]=[C:75]([O:79][Si](C(C)(C)C)(C)C)[CH:74]=2)[NH:65]1)=[O:63])[CH2:56]/[CH:57]=[CH:58]/[CH:59]=[CH2:60]. (3) Given the product [F:31][C:30]([F:33])([F:32])[CH2:29][O:1][C:2]1[C:11]([C:12]([O:14][CH2:15][CH3:16])=[O:13])=[C:10]([C:17]([O:19][CH2:20][CH3:21])=[O:18])[C:9]([O:22][CH2:29][C:30]([F:31])([F:32])[F:33])=[C:8]2[C:3]=1[CH:4]=[CH:5][CH:6]=[N:7]2, predict the reactants needed to synthesize it. The reactants are: [OH:1][C:2]1[C:11]([C:12]([O:14][CH2:15][CH3:16])=[O:13])=[C:10]([C:17]([O:19][CH2:20][CH3:21])=[O:18])[C:9]([OH:22])=[C:8]2[C:3]=1[CH:4]=[CH:5][CH:6]=[N:7]2.FC(F)(F)S(O[CH2:29][C:30]([F:33])([F:32])[F:31])(=O)=O.C([O-])([O-])=O.[K+].[K+].[NH4+].[Cl-]. (4) Given the product [CH3:7][S:8](=[S:11])([O:10][CH2:2][CH2:3][C:4]([OH:6])=[O:5])=[O:9], predict the reactants needed to synthesize it. The reactants are: Br[CH2:2][CH2:3][C:4]([OH:6])=[O:5].[CH3:7][S:8](=[S:11])([O-:10])=[O:9].[Na+].C(OCC)(=O)C.CO. (5) Given the product [CH2:1]([NH:8][C:9]1[CH:14]=[C:13]([N:23]2[CH2:24][CH2:25][N:20]([CH3:19])[CH2:21][CH2:22]2)[CH:12]=[CH:11][C:10]=1[N+:16]([O-:18])=[O:17])[C:2]1[CH:7]=[CH:6][CH:5]=[CH:4][CH:3]=1, predict the reactants needed to synthesize it. The reactants are: [CH2:1]([NH:8][C:9]1[CH:14]=[C:13](Br)[CH:12]=[CH:11][C:10]=1[N+:16]([O-:18])=[O:17])[C:2]1[CH:7]=[CH:6][CH:5]=[CH:4][CH:3]=1.[CH3:19][N:20]1[CH2:25][CH2:24][NH:23][CH2:22][CH2:21]1.O.